Dataset: Experimentally validated miRNA-target interactions with 360,000+ pairs, plus equal number of negative samples. Task: Binary Classification. Given a miRNA mature sequence and a target amino acid sequence, predict their likelihood of interaction. (1) Result: 0 (no interaction). The protein sequence of the target gene is MAGNCGARGALSAHTLLFDLPPALLGELCAVLDSCDGALGWRGLAERLSSSWLDVRHIEKYVDQGKSGTRELLWSWAQKNKTIGDLLQVLQEMGHRRAIHLITNYGAVLSPSEKSYQEGGFPNILFKETANVTVDNVLIPEHNEKGILLKSSISFQNIIEGTRNFHKDFLIGEGEIFEVYRVEIQNLTYAVKLFKQEKKMQCKKHWKRFLSELEVLLLFHHPNILELAAYFTETEKFCLIYPYMRNGTLFDRLQCVGDTAPLPWHIRIGILIGISKAIHYLHNVQPCSVICGSISSANIL.... The miRNA is osa-miR160a-5p with sequence UGCCUGGCUCCCUGUAUGCCA. (2) The miRNA is hsa-miR-5011-5p with sequence UAUAUAUACAGCCAUGCACUC. The protein sequence of the target gene is MAVQVVQAVQAVHLESDAFLVCLNHALSTEKEEVMGLCIGELNDDTRSDSKFAYTGTEMRTVAEKVDAVRIVHIHSVIILRRSDKRKDRVEISPEQLSAASTEAERLAELTGRPMRVVGWYHSHPHITVWPSHVDVRTQAMYQMMDQGFVGLIFSCFIEDKNTKTGRVLYTCFQSIQAQKSSESLHGPRDFWSSSQHISIEGQKEEERYERIEIPIHIVPHVTIGKVCLESAVELPKILCQEEQDAYRRIHSLTHLDSVTKIHNGSVFTKNLCSQMSAVSGPLLQWLEDRLEQNQQHLQE.... Result: 1 (interaction). (3) Result: 1 (interaction). The protein sequence of the target gene is MAMMVFPREEKLSQDEIVLGTKAVIQGLETLRGEHRALLAPLVAPEAGEAEPGSQERCILLRRSLEAIELGLGEAQVILALSSHLGAVESEKQKLRAQVRRLVQENQWLREELAGTQQKLQRSEQAVAQLEEEKQHLLFMSQIRKLDEDASPNEEKGDVPKDTLDDLFPNEDEQSPAPSPGGGDVSGQHGGYEIPARLRTLHNLVIQYASQGRYEVAVPLCKQALEDLEKTSGHDHPDVATMLNILALVYRDQNKYKEAAHLLNDALAIREKTLGKDHPAVAATLNNLAVLYGKRGKYKE.... The miRNA is hsa-miR-15a-5p with sequence UAGCAGCACAUAAUGGUUUGUG.